Dataset: Catalyst prediction with 721,799 reactions and 888 catalyst types from USPTO. Task: Predict which catalyst facilitates the given reaction. (1) The catalyst class is: 315. Reactant: COS(OC)(=O)=O.[CH3:8][C:9]1[CH:14]=[CH:13][CH:12]=[CH:11][N+:10]=1[O-].[C-:16]#[N:17].[K+]. Product: [CH3:8][C:9]1[CH:14]=[C:13]([C:16]#[N:17])[CH:12]=[CH:11][N:10]=1. (2) Reactant: P(Cl)(Cl)([Cl:3])=O.[CH2:6]([O:8][C:9]1[CH:18]=[C:17]2[C:12]([C:13](=O)[NH:14][CH:15]=[N:16]2)=[C:11]([O:20][CH3:21])[CH:10]=1)[CH3:7].C(N(C(C)C)CC)(C)C. Product: [Cl:3][C:13]1[C:12]2[C:17](=[CH:18][C:9]([O:8][CH2:6][CH3:7])=[CH:10][C:11]=2[O:20][CH3:21])[N:16]=[CH:15][N:14]=1. The catalyst class is: 26.